From a dataset of Full USPTO retrosynthesis dataset with 1.9M reactions from patents (1976-2016). Predict the reactants needed to synthesize the given product. (1) The reactants are: [OH:1][C:2]12[CH2:9][CH2:8][C:5]([C:10]3[NH:18][C:17]4[C:16]([NH:19][CH:20]([CH2:23]O)[CH2:21][CH3:22])=[N:15][C:14](=[O:25])[N:13]([CH2:26][CH2:27][CH3:28])[C:12]=4[N:11]=3)([CH2:6][CH2:7]1)[CH2:4][CH2:3]2. Given the product [CH2:21]([CH:20]1[N:19]=[C:16]2[N:15]([C:14](=[O:25])[N:13]([CH2:26][CH2:27][CH3:28])[C:12]3[N:11]=[C:10]([C:5]45[CH2:4][CH2:3][C:2]([OH:1])([CH2:9][CH2:8]4)[CH2:7][CH2:6]5)[NH:18][C:17]=32)[CH2:23]1)[CH3:22], predict the reactants needed to synthesize it. (2) Given the product [CH2:12]([C:1]1[CH:6]=[CH:5][C:4]([O:7][CH2:8][C:9]([Cl:11])=[O:10])=[CH:3][CH:2]=1)[CH2:15][CH2:14][CH2:13][CH2:19][CH3:20], predict the reactants needed to synthesize it. The reactants are: [C:1]1([CH3:12])[CH:6]=[CH:5][C:4]([O:7][CH2:8][C:9]([Cl:11])=[O:10])=[CH:3][CH:2]=1.[CH2:13]([C:19]1C=CC(OCC(O)=O)=C[CH:20]=1)[CH2:14][CH2:15]CCC. (3) The reactants are: [F:1][B-:2]([F:5])([F:4])[F:3].C(O[C+:9]([C:26]1[CH:31]=[CH:30][C:29]([CH3:32])=[CH:28][CH:27]=1)[CH:10]=[CH:11][CH:12]=[CH:13][CH:14]=[C:15](OCC)[C:16]1[CH:21]=[CH:20][C:19]([CH3:22])=[CH:18][CH:17]=1)C.[NH:33]1[CH2:38][CH2:37][O:36][CH2:35][CH2:34]1. Given the product [F:1][B-:2]([F:5])([F:4])[F:3].[O:36]1[CH2:37][CH2:38][N:33]([C+:9]([C:26]2[CH:27]=[CH:28][C:29]([CH3:32])=[CH:30][CH:31]=2)[CH:10]=[CH:11][CH:12]=[CH:13][CH:14]=[C:15]([N:33]2[CH2:38][CH2:37][O:36][CH2:35][CH2:34]2)[C:16]2[CH:17]=[CH:18][C:19]([CH3:22])=[CH:20][CH:21]=2)[CH2:34][CH2:35]1, predict the reactants needed to synthesize it. (4) Given the product [CH:1]1([N:4]([CH2:37][C:38]2[CH:43]=[C:42]([CH2:44][CH2:45][CH2:46][O:47][CH3:48])[CH:41]=[C:40]([O:49][CH2:50][CH2:51][O:52][CH3:53])[CH:39]=2)[C:5]([C@@H:7]2[C@:12]([C:22]3[CH:27]=[CH:26][C:25]([F:28])=[C:24]([F:29])[CH:23]=3)([O:13][CH2:14][C:15]3[CH:20]=[CH:19][C:18]([F:21])=[CH:17][CH:16]=3)[CH2:11][CH2:10][NH:9][CH2:8]2)=[O:6])[CH2:3][CH2:2]1, predict the reactants needed to synthesize it. The reactants are: [CH:1]1([N:4]([CH2:37][C:38]2[CH:43]=[C:42]([CH2:44][CH2:45][CH2:46][O:47][CH3:48])[CH:41]=[C:40]([O:49][CH2:50][CH2:51][O:52][CH3:53])[CH:39]=2)[C:5]([C@@H:7]2[C@:12]([C:22]3[CH:27]=[CH:26][C:25]([F:28])=[C:24]([F:29])[CH:23]=3)([O:13][CH2:14][C:15]3[CH:20]=[CH:19][C:18]([F:21])=[CH:17][CH:16]=3)[CH2:11][CH2:10][N:9](C(OC(C)(C)C)=O)[CH2:8]2)=[O:6])[CH2:3][CH2:2]1.Cl. (5) The reactants are: [Br:1][C:2]1[C:10]([CH3:11])=[CH:9][C:5]([C:6]([NH2:8])=[O:7])=[CH:4][C:3]=1[CH3:12].Br[CH2:14][CH:15](OCC)OCC. Given the product [Br:1][C:2]1[C:3]([CH3:12])=[CH:4][C:5]([C:6]2[O:7][CH:14]=[CH:15][N:8]=2)=[CH:9][C:10]=1[CH3:11], predict the reactants needed to synthesize it. (6) Given the product [NH2:8][CH2:9][CH2:10][CH2:11][N:12]1[C:21]2[C:22]3[CH:23]=[CH:24][CH:25]=[CH:26][C:27]=3[C:28](=[O:29])[C:20]=2[C:19]2[C:14](=[CH:15][C:16]([NH:30][C:31](=[O:40])[CH2:32][CH2:33][CH2:34][CH2:35][C:36]([O:38][CH3:39])=[O:37])=[CH:17][CH:18]=2)[C:13]1=[O:41], predict the reactants needed to synthesize it. The reactants are: C(OC([NH:8][CH2:9][CH2:10][CH2:11][N:12]1[C:21]2[C:22]3[CH:23]=[CH:24][CH:25]=[CH:26][C:27]=3[C:28](=[O:29])[C:20]=2[C:19]2[C:14](=[CH:15][C:16]([NH:30][C:31](=[O:40])[CH2:32][CH2:33][CH2:34][CH2:35][C:36]([O:38][CH3:39])=[O:37])=[CH:17][CH:18]=2)[C:13]1=[O:41])=O)(C)(C)C.FC(F)(F)C(O)=O. (7) The reactants are: [F:1][C:2]([F:41])([F:40])[C:3]1[CH:4]=[C:5]([C@H:13]2[O:17][C:16](=[O:18])[N:15]([CH2:19][C:20]3[C:21]([NH:30][CH:31]4[CH2:36][CH2:35][NH:34][CH:33]([CH2:37][CH3:38])[CH2:32]4)=[N:22][CH:23]=[C:24]([C:26]([F:29])([F:28])[F:27])[CH:25]=3)[C@H:14]2[CH3:39])[CH:6]=[C:7]([C:9]([F:12])([F:11])[F:10])[CH:8]=1.[CH:42](=O)[CH2:43][CH3:44].[BH-](OC(C)=O)(OC(C)=O)OC(C)=O.[Na+].O. Given the product [F:10][C:9]([F:12])([F:11])[C:7]1[CH:6]=[C:5]([C@H:13]2[O:17][C:16](=[O:18])[N:15]([CH2:19][C:20]3[C:21]([NH:30][CH:31]4[CH2:36][CH2:35][N:34]([CH2:42][CH2:43][CH3:44])[CH:33]([CH2:37][CH3:38])[CH2:32]4)=[N:22][CH:23]=[C:24]([C:26]([F:28])([F:29])[F:27])[CH:25]=3)[C@H:14]2[CH3:39])[CH:4]=[C:3]([C:2]([F:1])([F:40])[F:41])[CH:8]=1, predict the reactants needed to synthesize it.